This data is from Catalyst prediction with 721,799 reactions and 888 catalyst types from USPTO. The task is: Predict which catalyst facilitates the given reaction. (1) Reactant: [C:1]1([CH3:14])[CH:6]=[C:5]([CH3:7])[CH:4]=[C:3]([CH3:8])[C:2]=1[S:9]([O:12][NH2:13])(=[O:11])=[O:10].[CH3:15][C:16]1[C:17]([NH2:23])=[N:18][C:19]([CH3:22])=[CH:20][CH:21]=1. Product: [NH2:13][N:18]1[C:19]([CH3:22])=[CH:20][CH:21]=[C:16]([CH3:15])[C:17]1=[NH2+:23].[CH3:8][C:3]1[CH:4]=[C:5]([CH3:7])[CH:6]=[C:1]([CH3:14])[C:2]=1[S:9]([O-:12])(=[O:11])=[O:10]. The catalyst class is: 2. (2) Reactant: Cl[C:2]1[CH:9]=[N:8][CH:7]=[CH:6][C:3]=1[C:4]#[N:5].[F:10][C:11]([F:15])([F:14])[CH2:12][OH:13].CN(C=O)C.[H-].[Na+]. Product: [F:10][C:11]([F:15])([F:14])[CH2:12][O:13][C:2]1[CH:9]=[N:8][CH:7]=[CH:6][C:3]=1[C:4]#[N:5]. The catalyst class is: 6.